Predict the reactants needed to synthesize the given product. From a dataset of Full USPTO retrosynthesis dataset with 1.9M reactions from patents (1976-2016). The reactants are: [C:1]([C:5]1[S:9][C:8]([C:10](OCC)=[O:11])=[N:7][N:6]=1)([CH3:4])([CH3:3])[CH3:2].[BH4-].[Na+].[Cl-].[Na+].Cl. Given the product [C:1]([C:5]1[S:9][C:8]([CH2:10][OH:11])=[N:7][N:6]=1)([CH3:4])([CH3:2])[CH3:3], predict the reactants needed to synthesize it.